From a dataset of Experimentally validated miRNA-target interactions with 360,000+ pairs, plus equal number of negative samples. Binary Classification. Given a miRNA mature sequence and a target amino acid sequence, predict their likelihood of interaction. (1) The miRNA is hsa-miR-518d-3p with sequence CAAAGCGCUUCCCUUUGGAGC. The protein sequence of the target gene is MGPAGSVLSSGQMQMQMVLWGSLAAVAMFFLITFLVLLCSTCDREKKPRQHSGDHENLMNVPSDKDMFSHSATSLTTDALASSEQNGVLTNGDILSEDSTLTCMQHYEEVQTSASDLLDSQDSTGKAKCHQSRELPRIPPENAVDEILTARAADTELGPGVEGPYEVLKDSSSQENMVEDCLYETVKEIKEVADKGQGGKSKSTSALKELQGAPMEGKADFAEYASVDRNKKCRHSANAESILGTCSDLDEESPPPVPVKLLDENANLPQEGGGQAEEQAAEGTGGHSKRFSSLSYKSRE.... Result: 0 (no interaction). (2) The miRNA is cgr-miR-29b-3p with sequence UAGCACCAUUUGAAAUCAGUGUU. The protein sequence of the target gene is MSNPFLKQVFNKDKTFRPKRKFEPGTQRFELHKKAQASLNAGLDLRLAVQLPPGEDLNDWVAVHVVDFFNRVNLIYGTISDGCTEQSCPVMSGGPKYEYRWQDEHKFRKPTALSAPRYMDLLMDWIEAQINNEDLFPTNVGTPFPKNFLQTVRKILSRLFRVFVHVYIHHFDRIAQMGSEAHVNTCYKHFYYFVKEFGLIDTKELEPLKEMTARMCH. Result: 0 (no interaction). (3) The miRNA is hsa-miR-887-3p with sequence GUGAACGGGCGCCAUCCCGAGG. The protein sequence of the target gene is MGSWTPRSPRSPLHAVLLRWGPRRLPPLLPLLLLLWPPPLQVGGFNLDAEAPAVLSGPPGSLFGFSVEFYRPGRDGVSVLVGAPKANTSQPGVLQGGAVYVCPWGTSPIQCTTIQFDSKGSRILESSLYSAKGEEPVEYKSLQWFGATVRAHGSSILACAPLYSWRTEKDPQNDPVGTCYLSTENFTRILEYAPCRSDFGSAAGQGYCQGGFSAEFTKTGRVVLGGPGSYFWQGQILSATQEQISESYYPEYLINPVQGQLQTRQASSVYDDSYLGYSVAVGEFSGDDTEDFVAGVPKGN.... Result: 0 (no interaction). (4) Result: 0 (no interaction). The protein sequence of the target gene is MAEQQGRELEAECPVCWNPFNNTFHTPKMLDCCHSFCVECLAHLSLVTPARRRLLCPLCRQPTVLASGQPVTDLPTDTAMLALLRLEPHHVILEGHQLCLKDQPKSRYFLRQPQVYTLDLGPQPGGQTGPPPDTASATVSTPILIPSHHSLRECFRNPQFRIFAYLMAVILSVTLLLIFSIFWTKQFLWGVG. The miRNA is hsa-miR-6748-3p with sequence UCCUGUCCCUGUCUCCUACAG. (5) The miRNA is hsa-miR-744-5p with sequence UGCGGGGCUAGGGCUAACAGCA. The protein sequence of the target gene is MLKPQPLQQPSQPQQPPPTQQAVARRPPGGTSPPNGGLPGPLATSAAPPGPPAAASPCLGPVAAAGSGLRRGAEGILAPQPPPPQQHQERPGAAAIGSARGQSTGKGPPQSPVFEGVYNNSRMLHFLTAVVGSTCDVKVKNGTTYEGIFKTLSSKFELAVDAVHRKASEPAGGPRREDIVDTMVFKPSDVMLVHFRNVDFNYATKDKFTDSAIAMNSKVNGEHKEKVLQRWEGGDSNSDDYDLESDMSNGWDPNEMFKFNEENYGVKTTYDSSLSSYTVPLEKDNSEEFRQRELRAAQLA.... Result: 1 (interaction). (6) The miRNA is hsa-miR-3618 with sequence UGUCUACAUUAAUGAAAAGAGC. The protein sequence of the target gene is MATPYVPVPMPIGNSASSFTNNRNQRSSSFGSVSTSSTSSKGQLEDSAVGSLKQTNVQDQMDSASSMCGSPLIRTKFTGTDSSIEYSARPREAEEQHPEAVNWEDRPSTPTILGYEVMEERAKFTVYKILVKKSPEESWVVFRRYTDFSRLNDKLKEMFPGFRLALPPKRWFKDNYNAEFLEDRQLGLQAFLQNLVAHKDIANCLAVREFLCLDDPPGPFDSLEESRAFCETLEETNYHLQRELLEKQKEVESLKKLLGEKQLHIDALETRIRTLSLEPGASLYVSRAEGGQILRVEPSV.... Result: 0 (no interaction). (7) The miRNA is mmu-miR-6420 with sequence ACUAAUCCUAUAAAAUCAAAC. The protein sequence of the target gene is MLLPAPALRRALLSRPWTGAGLRWKHTSSLKVANEPVLAFTQGSPERDALQKALKDLKGRMEAIPCVVGDEEVWTSDVQYQVSPFNHGHKVAKFCYADKSLLNKAIEAALAARKEWDLKPIADRAQIFLKAADMLSGPRRAEILAKTMVGQGKTVIQAEIDAAAELIDFFRFNAKYAVELEGQQPISVPPSTNSTVYRGLEGFVAAISPFNFTAIGGNLAGAPALMGNVVLWKPSDTAMLASYAVYRILREAGLPPNIIQFVPADGPLFGDTVTSSEHLCGINFTGSVPTFKHLWKQVAQ.... Result: 0 (no interaction). (8) The miRNA is hsa-miR-513c-5p with sequence UUCUCAAGGAGGUGUCGUUUAU. The protein sequence of the target gene is MAAAGVVSGKIIYEQEGVYIHSSCGKTNDQDGLISGILRVLEKDAEVIVDWRPLDDALDSSSILYARKDSSSVVEWTQAPKERGHRGSEHLNSYEAEWDMVNTVSFKRKPHTNGDAPSHRNGKSKWSFLFSLTDLKSIKQNKEGMGWSYLVFCLKDDVVLPALHFHQGDSKLLIESLEKYVVLCESPQDKRTLLVNCQNKSLSQSFENLLDEPAYGLIQAGLLDRRKLLWAIHHWKKIKKDPYTATMIGFSKVTNYIFDSLRGSDPSTHQRPPSEMADFLSDAIPGLKINQQEEPGFEVI.... Result: 1 (interaction). (9) The miRNA is hsa-miR-6842-5p with sequence UGGGGGUGGUCUCUAGCCAAGG. The protein sequence of the target gene is MEPRAVGVSKQDIREQIWGYMESQNLADFPRPVHHRIPNFKGSYLACQNIKDLDVFARTQEVKVDPDKPLEGVRLLVLQSKKTLLVPTPRLRTGLFNKITPPPGATKDILRKCATSQGVRNYSVPIGLDSRVLVDLVVVGSVAVSEKGWRIGKGEGYADLEYAMMVSMGAVSKETPVVTIVHDCQVVDIPEELVEEHDITVDYILTPTRVIATGCKRPKPMGITWFKISLEMMEKIPILRSLRAREQQAGKDVTLQGEHQHLPEPGCQQTVPLSVGRRPPDTPGPETNSMEAAPGSPPGE.... Result: 0 (no interaction).